Dataset: Full USPTO retrosynthesis dataset with 1.9M reactions from patents (1976-2016). Task: Predict the reactants needed to synthesize the given product. (1) Given the product [CH2:1]([O:8][C:9]1[C:10]([CH2:20][CH:21]([NH:22][C:47](=[O:48])[CH2:46][O:39][C:40]2[CH:45]=[CH:44][CH:43]=[CH:42][CH:41]=2)[C:23]2[O:24][C:25]([CH2:28][N:29]([CH3:30])[CH3:31])=[CH:26][CH:27]=2)=[CH:11][C:12]([Cl:19])=[C:13]2[C:18]=1[N:17]=[CH:16][CH:15]=[CH:14]2)[C:2]1[CH:7]=[CH:6][CH:5]=[CH:4][CH:3]=1, predict the reactants needed to synthesize it. The reactants are: [CH2:1]([O:8][C:9]1[C:10]([CH2:20][CH:21]([C:23]2[O:24][C:25]([CH2:28][N:29]([CH3:31])[CH3:30])=[CH:26][CH:27]=2)[NH2:22])=[CH:11][C:12]([Cl:19])=[C:13]2[C:18]=1[N:17]=[CH:16][CH:15]=[CH:14]2)[C:2]1[CH:7]=[CH:6][CH:5]=[CH:4][CH:3]=1.C(N(CC)CC)C.[O:39]([CH2:46][C:47](Cl)=[O:48])[C:40]1[CH:45]=[CH:44][CH:43]=[CH:42][CH:41]=1. (2) Given the product [NH2:40][C@@H:37]1[CH2:38][CH2:39][N:34]([C:3]2[C:2]([Cl:1])=[C:7]([NH:8][C:9]3[N:14]=[C:13]([NH:15][CH2:16][CH3:17])[C:12]4=[N:27][CH:28]=[C:29]([C:30]#[N:31])[N:11]4[N:10]=3)[CH:6]=[C:5]([C:32]#[N:33])[CH:4]=2)[CH2:35][C@H:36]1[OH:48], predict the reactants needed to synthesize it. The reactants are: [Cl:1][C:2]1[C:7]([NH:8][C:9]2[N:14]=[C:13]([N:15](CC)[CH2:16][C:17]3C=CC(OC)=CC=3)[C:12]3=[N:27][CH:28]=[C:29]([C:30]#[N:31])[N:11]3[N:10]=2)=[CH:6][C:5]([C:32]#[N:33])=[CH:4][C:3]=1[N:34]1[CH2:39][CH2:38][C@@H:37]([NH:40]C(=O)OC(C)(C)C)[C@H:36]([OH:48])[CH2:35]1.C1(OC)C=CC=CC=1.C(O)(C(F)(F)F)=O.